From a dataset of Catalyst prediction with 721,799 reactions and 888 catalyst types from USPTO. Predict which catalyst facilitates the given reaction. Reactant: C(OC([N:8]1[C:16]2[C:11](=[CH:12][CH:13]=[C:14]([C:17]3[S:18][CH:19]=[C:20]([C:22]([O:24][CH2:25][CH3:26])=[O:23])[N:21]=3)[CH:15]=2)[CH2:10][CH2:9]1)=O)(C)(C)C.C(O)(C(F)(F)F)=O. Product: [NH:8]1[C:16]2[C:11](=[CH:12][CH:13]=[C:14]([C:17]3[S:18][CH:19]=[C:20]([C:22]([O:24][CH2:25][CH3:26])=[O:23])[N:21]=3)[CH:15]=2)[CH2:10][CH2:9]1. The catalyst class is: 2.